From a dataset of Experimentally validated miRNA-target interactions with 360,000+ pairs, plus equal number of negative samples. Binary Classification. Given a miRNA mature sequence and a target amino acid sequence, predict their likelihood of interaction. (1) The protein sequence of the target gene is MASSDGKPGGVFDHHVQTAVCDSRAKYREGRRPRAVKVYTINLESQYLLIQGVPAVGAMKELVERFALYGAIEQYNALDEYPAEDFTEVYLIKFVKLQSARVAKKKMDEQSFFGGLLHVCYAPEFETVEETRKKLQERKAYITRVTKNQDCYMAKKKPVPEQKGTKDSRQGFHPPMPGFGTAALNTSPESPPENSSSCLPYSCEFPLSCFASKSTCSRGEHVDRVSDSCNSARNHGELSRHRDHSAFSPKLQMNTYKNSVPCSSVQEAIATSQAVGRFMPRTTQLQERKRRRDCDRELGT.... Result: 0 (no interaction). The miRNA is mmu-miR-3074-2-3p with sequence UGUUUCAGCUCAGUAGGCAC. (2) The miRNA is hsa-miR-1909-3p with sequence CGCAGGGGCCGGGUGCUCACCG. The protein sequence of the target gene is MAAVVAATRWWQLLLVLSAAGMGASGAPQPPNILLLLMDDMGWGDLGVYGEPSRETPNLDRMAAEGLLFPNFYSANPLCSPSRAALLTGRLPIRNGFYTTNAHARNAYTPQEIVGGIPDSEQLLPELLKKAGYVSKIVGKWHLGHRPQFHPLKHGFDEWFGSPNCHFGPYDNKARPNIPVYRDWEMVGRYYEEFPINLKTGEANLTQIYLQEALDFIKRQARHHPFFLYWAVDATHAPVYASKPFLGTSQRGRYGDAVREIDDSIGKILELLQDLHVADNTFVFFTSDNGAALISAPEQG.... Result: 1 (interaction). (3) The miRNA is hsa-miR-98-5p with sequence UGAGGUAGUAAGUUGUAUUGUU. The protein sequence of the target gene is MRLGSPGLLFLLFSSLRADTQEKEVRAMVGSDVELSCACPEGSRFDLNDVYVYWQTSESKTVVTYHIPQNSSLENVDSRYRNRALMSPAGMLRGDFSLRLFNVTPQDEQKFHCLVLSQSLGFQEVLSVEVTLHVAANFSVPVVSAPHSPSQDELTFTCTSINGYPRPNVYWINKTDNSLLDQALQNDTVFLNMRGLYDVVSVLRIARTPSVNIGCCIENVLLQQNLTVGSQTGNDIGERDKITENPVSTGEKNAATWSILAVLCLLVVVAVAIGWVCRDRCLQHSYAGAWAVSPETELTG.... Result: 1 (interaction). (4) The miRNA is hsa-miR-3908 with sequence GAGCAAUGUAGGUAGACUGUUU. Result: 1 (interaction). The protein sequence of the target gene is MGAAAAEADRTLFVGNLETKVTEELLFELFHQAGPVIKVKIPKDKDGKPKQFAFVNFKHEVSVPYAMNLLNGIKLYGRPIKIQFRSGSSHAPQDVSLSYPQHHVGNSSPTSTSPSRYERTMDNMTSSAQIIQRSFSSPENFQRQAVMNSALRQMSYGGKFGSSPLDQSGFSPSVQSHSHSFNQSSSSQWRQGTPSSQRKVRMNSYPYLADRHYSREQRYTDHGSDHHYRGKRDDFFYEDRNHDDWSHDYDNRRDSSRDGKWRSSRH. (5) The miRNA is hsa-miR-25-5p with sequence AGGCGGAGACUUGGGCAAUUG. The protein sequence of the target gene is MGRPAPRPLLLALLSLAVCRGRVVRVPAGTLVRVVGTELVIPCNVSDYDGPSEQNFDWSFSSSGSSFVELASTWEVGFPAQLYRERLQRGDILLRRTANDAVELHIKNVQPSDQGHYKCSTPSTDATVQGNYEDTVQVKVLADALVVGPSSRPPPGLSLREGEPFELRCIASTTSPLHTHLALRWELHRGPVHRSILALSHEGRFHPGPGYEQRYHSGDVRLDTVGSDAYRLSVARALSADQGSYRCVVSEWITEQGSWQEIQEKAVEVATVVIQPTALQLAVPRTVSVTEGKDLDLSCN.... Result: 0 (no interaction). (6) The miRNA is hsa-miR-649 with sequence AAACCUGUGUUGUUCAAGAGUC. The protein sequence of the target gene is MSTPAVPQDLQLPPSQRAQSAFKEQRRQKLKEHLLRRKTLFAYKQENEMLSSSRDQRVVTSEDQVQEGTKVLKLKTKMADKENMKRPAESKNNTVVGKHCIPLKPSNELTNSTVVIDTHKPKDSNQTPHLLLTEDDPQSQHMTLSQAFHLKNNSKKKQMTTEKQKQDANMPKKPVLGSYRGQIVQSKINSFRKPLQVKDESSAATKKLSATIPKATKPQPVNTSSVTVKSNRSSNMTATTKFVSTTSQNTQLVRPPIRSHHSNTRDTVKQGISRTSANVTIRKGPHEKELLQSKTALSSV.... Result: 1 (interaction). (7) The miRNA is hsa-miR-1178-5p with sequence CAGGGUCAGCUGAGCAUG. The protein sequence of the target gene is MARGKAKEEGSWKKFIWNSEKKEFLGRTGGSWFKILLFYVIFYGCLAGIFIGTIQVMLLTISEFKPTYQDRVAPPGLTQIPQIQKTEISFRPNDPKSYEAYVLNIVRFLEKYKDSAQRDDMIFEDCGDVPSEPKERGDFNHERGERKVCRFKLEWLGNCSGLNDETYGYKEGKPCIIIKLNRVLGFKPKPPKNESLETYPVMKYNPNVLPVQCTGKRDEDKDKVGNVEYFGLGNSPGFPLQYYPYYGKLLQPKYLQPLLAVQFTNLTMDTEIRIECKAYGENIGYSEKDRFQGRFDVKIE.... Result: 0 (no interaction). (8) The miRNA is mmu-miR-362-5p with sequence AAUCCUUGGAACCUAGGUGUGAAU. The protein sequence of the target gene is MAAASGYTDLREKLKSMTSRDNYKAGSREAAAAAAAAVAAAAAAAAAAEPYPASGTTKRKYQEDSDPERSDYEEHQLQKEEEARKVKSGIRQIRLFSQDECSKIEARIDEVVSRAEKGLYNEHTVDRAPLRNKYFFGEGYTYGAQLQKRGPGQERLYPPGDVDEIPDWVHQLVIQKLVEHRVIPEGFVNSAVINDYQPGGCIVSHVDPIHIFERPIVSVSFFSDSALCFGCKFQFKPIRVSEPVLSLPVRRGSVTVLSGYAADEITHCIRPQDIKERRAVIILRKTRLDAPRLETKSLSS.... Result: 1 (interaction). (9) The miRNA is hsa-miR-6836-3p with sequence AUGCCUCCCCCGGCCCCGCAG. The protein sequence of the target gene is MSSSSPTGQIASAADIKQENGMESASEGQEAHREVAGGAAVGLSPPAPAPFPLEPGDAATAAARVSGEEGAVAAAAAGAAADQVQLHSELLGRHHHAAAAAAQTPLAFSPDHVACVCEALQQGGNLDRLARFLWSLPQSDLLRGNESLLKARALVAFHQGIYPELYSILESHSFESANHPLLQQLWYKARYTEAERARGRPLGAVDKYRLRRKFPLPRTIWDGEETVYCFKEKSRNALKELYKQNRYPSPAEKRHLAKITGLSLTQVSNWFKNRRQRDRNPSETQSKSESDGNPSTEDES.... Result: 1 (interaction). (10) The miRNA is hsa-miR-4682 with sequence UCUGAGUUCCUGGAGCCUGGUCU. The protein sequence of the target gene is MAVQISKKRKFVADGIFKAELNEFLTRELAEDGYSGVEVRVTPTRTEIIILATRTQNVLGEKGRRIRELTAVVQKRFGFPEGSVELYAEKVATRGLCAIAQAESLRYKLLGGLAVRRACYGVLRFIMESGAKGCEVVVSGKLRGQRAKSMKFVDGLMIHSGDPVNYYVDTAVRHVLLRQGVLGIKVKIMLPWDPTGKIGPKKPLPDHVSIVEPKDEILPTTPISEQKGGKPEPPAMPQPVPTA. Result: 0 (no interaction).